Dataset: Full USPTO retrosynthesis dataset with 1.9M reactions from patents (1976-2016). Task: Predict the reactants needed to synthesize the given product. (1) The reactants are: [CH3:1][C:2]([O:5][C:6]([N:8]1[C@H:17]([C:18]([OH:20])=O)[CH2:16][C:15]2[C:10](=[CH:11][CH:12]=[CH:13][CH:14]=2)[CH2:9]1)=[O:7])([CH3:4])[CH3:3].[NH2:21][CH:22]1[CH2:27][CH2:26][N:25]([CH2:28][C:29]2[CH:34]=[CH:33][CH:32]=[CH:31][CH:30]=2)[CH2:24][CH2:23]1. Given the product [C:2]([O:5][C:6]([N:8]1[C@H:17]([C:18](=[O:20])[NH:21][CH:22]2[CH2:27][CH2:26][N:25]([CH2:28][C:29]3[CH:34]=[CH:33][CH:32]=[CH:31][CH:30]=3)[CH2:24][CH2:23]2)[CH2:16][C:15]2[C:10](=[CH:11][CH:12]=[CH:13][CH:14]=2)[CH2:9]1)=[O:7])([CH3:4])([CH3:3])[CH3:1], predict the reactants needed to synthesize it. (2) The reactants are: [CH:1]([C:4]1[N:5]=[C:6]2[C:11]([C:12]([F:15])([F:14])[F:13])=[CH:10][CH:9]=[CH:8][N:7]2[C:16]=1[C:17]1[CH:18]=[C:19]([OH:23])[CH:20]=[CH:21][CH:22]=1)([CH3:3])[CH3:2].Br[C:25]1[CH:26]=[C:27]([S:31]([N:34]([CH2:44][C:45]2[CH:50]=[CH:49][C:48]([O:51][CH3:52])=[CH:47][CH:46]=2)[CH2:35][C:36]2[CH:41]=[CH:40][C:39]([O:42][CH3:43])=[CH:38][CH:37]=2)(=[O:33])=[O:32])[CH:28]=[CH:29][CH:30]=1. Given the product [CH:1]([C:4]1[N:5]=[C:6]2[C:11]([C:12]([F:15])([F:14])[F:13])=[CH:10][CH:9]=[CH:8][N:7]2[C:16]=1[C:17]1[CH:18]=[C:19]([CH:20]=[CH:21][CH:22]=1)[O:23][C:25]1[CH:26]=[C:27]([S:31]([N:34]([CH2:44][C:45]2[CH:50]=[CH:49][C:48]([O:51][CH3:52])=[CH:47][CH:46]=2)[CH2:35][C:36]2[CH:41]=[CH:40][C:39]([O:42][CH3:43])=[CH:38][CH:37]=2)(=[O:33])=[O:32])[CH:28]=[CH:29][CH:30]=1)([CH3:3])[CH3:2], predict the reactants needed to synthesize it. (3) The reactants are: C([C:4]1[CH:5]=[C:6]([CH:10]=[C:11]([C:13](=[O:23])[NH:14][C@@H:15]([C:17]2[CH:22]=[CH:21][CH:20]=[CH:19][CH:18]=2)[CH3:16])[CH:12]=1)C(O)=O)(=O)C.CN([C:27]([O:31]N1N=NC2C=CC=NC1=2)=[N+](C)C)C.F[P-](F)(F)(F)(F)F.CCN(C(C)C)C(C)C.[CH3:57][O:58][C:59]1[CH:60]=[C:61]([CH:85]=[CH:86][CH:87]=1)[CH2:62][N:63]([CH2:71][C@@H:72]([OH:84])[C@@H:73]([NH2:83])[CH2:74][C:75]1[CH:80]=[C:79]([F:81])[CH:78]=[C:77]([F:82])[CH:76]=1)[C:64](=[O:70])[O:65][C:66]([CH3:69])([CH3:68])[CH3:67].CN(C=[O:92])C. Given the product [CH3:57][O:58][C:59]1[CH:60]=[C:61]([CH:85]=[CH:86][CH:87]=1)[CH2:62][N:63]([CH2:71][C@@H:72]([OH:84])[C@@H:73]([NH:83][C:27](=[O:31])[C:22]1[CH:17]=[C:15]([NH:14][C:13](=[O:23])[C:11]2[CH:12]=[CH:4][CH:5]=[CH:6][CH:10]=2)[CH:16]=[C:20]([C:19](=[O:92])[CH3:18])[CH:21]=1)[CH2:74][C:75]1[CH:76]=[C:77]([F:82])[CH:78]=[C:79]([F:81])[CH:80]=1)[C:64](=[O:70])[O:65][C:66]([CH3:69])([CH3:67])[CH3:68], predict the reactants needed to synthesize it. (4) Given the product [C:43]([C:45]1[CH:46]=[N:47][C:48]2[C:53]([CH:54]=1)=[CH:52][C:51]([O:55][CH:56]([S:60][CH3:61])[C:57]([NH:33][C:34]([CH3:42])([CH2:37][O:38][CH2:39][C:40]#[CH:41])[CH2:35][OH:36])=[O:58])=[CH:50][CH:49]=2)#[CH:44], predict the reactants needed to synthesize it. The reactants are: ON1C2N=CC=CC=2N=N1.F[B-](F)(F)F.N1(OC(N(C)C)=[N+](C)C)C2C=CC=CC=2N=N1.[NH2:33][C:34]([CH3:42])([CH2:37][O:38][CH2:39][C:40]#[CH:41])[CH2:35][OH:36].[C:43]([C:45]1[CH:46]=[N:47][C:48]2[C:53]([CH:54]=1)=[CH:52][C:51]([O:55][CH:56]([S:60][CH3:61])[C:57](O)=[O:58])=[CH:50][CH:49]=2)#[CH:44]. (5) The reactants are: [F:1][C:2]1[CH:7]=[CH:6][C:5]([N:8]=[C:9]=[O:10])=[CH:4][CH:3]=1.[F:11][C:12]([F:32])([F:31])[O:13][C:14]1[CH:19]=[CH:18][C:17]([C:20]2([N:23]3[CH2:28][CH2:27][CH:26]([O:29][NH2:30])[CH2:25][CH2:24]3)[CH2:22][CH2:21]2)=[CH:16][CH:15]=1. Given the product [F:1][C:2]1[CH:7]=[CH:6][C:5]([NH:8][C:9]([NH:30][O:29][CH:26]2[CH2:27][CH2:28][N:23]([C:20]3([C:17]4[CH:18]=[CH:19][C:14]([O:13][C:12]([F:11])([F:31])[F:32])=[CH:15][CH:16]=4)[CH2:21][CH2:22]3)[CH2:24][CH2:25]2)=[O:10])=[CH:4][CH:3]=1, predict the reactants needed to synthesize it. (6) Given the product [F:1][C:2]([F:23])([F:22])[S:3]([O:6][C:7]1[CH:12]=[CH:11][C:10]([C:13]([OH:14])([CH3:21])[C:17]([NH2:24])=[O:16])=[CH:9][CH:8]=1)(=[O:5])=[O:4], predict the reactants needed to synthesize it. The reactants are: [F:1][C:2]([F:23])([F:22])[S:3]([O:6][C:7]1[CH:12]=[CH:11][C:10]([C:13]2([CH3:21])[C:17](=O)[O:16]C(C)(C)[O:14]2)=[CH:9][CH:8]=1)(=[O:5])=[O:4].[NH3:24]. (7) Given the product [F:11][C:12]1[CH:20]=[CH:19][C:15]([C:16]2[O:1][N:2]=[C:3]([C:4]3[CH:5]=[N:6][CH:7]=[CH:8][CH:9]=3)[N:10]=2)=[CH:14][CH:13]=1, predict the reactants needed to synthesize it. The reactants are: [OH:1][N:2]=[C:3]([NH2:10])[C:4]1[CH:9]=[CH:8][CH:7]=[N:6][CH:5]=1.[F:11][C:12]1[CH:20]=[CH:19][C:15]([C:16](O)=O)=[CH:14][CH:13]=1.N. (8) Given the product [NH:14]1[CH2:15][CH2:16][CH2:17][CH2:18][C@H:13]1[CH2:12][C:10]1[N:11]=[C:4]2[C:3]([C:2]([F:1])([F:26])[F:27])=[CH:8][CH:7]=[CH:6][N:5]2[CH:9]=1, predict the reactants needed to synthesize it. The reactants are: [F:1][C:2]([F:27])([F:26])[C:3]1[C:4]2[N:5]([CH:9]=[C:10]([CH2:12][C@@H:13]3[CH2:18][CH2:17][CH2:16][CH2:15][N:14]3C(OC(C)(C)C)=O)[N:11]=2)[CH:6]=[CH:7][CH:8]=1. (9) Given the product [C:1]([O:5][C:6]([NH:8][C@@H:9]([C:19](=[O:22])[CH2:20][CH2:21][NH:43][C:41]1[CH:40]=[CH:39][N:38]=[C:37]([C:35]2[O:34][N:33]=[C:32]([C:26]3[C:25]([Cl:24])=[CH:30][CH:29]=[CH:28][C:27]=3[Cl:31])[CH:36]=2)[CH:42]=1)[CH2:10][CH2:11][C:12]([O:14][C:15]([CH3:18])([CH3:17])[CH3:16])=[O:13])=[O:7])([CH3:3])([CH3:4])[CH3:2], predict the reactants needed to synthesize it. The reactants are: [C:1]([O:5][C:6]([NH:8][C@H:9]([C:19](=[O:22])[CH:20]=[CH2:21])[CH2:10][CH2:11][C:12]([O:14][C:15]([CH3:18])([CH3:17])[CH3:16])=[O:13])=[O:7])([CH3:4])([CH3:3])[CH3:2].Cl.[Cl:24][C:25]1[CH:30]=[CH:29][CH:28]=[C:27]([Cl:31])[C:26]=1[C:32]1[CH:36]=[C:35]([C:37]2[CH:42]=[C:41]([NH2:43])[CH:40]=[CH:39][N:38]=2)[O:34][N:33]=1.C(N(C(C)C)CC)(C)C. (10) The reactants are: [C:1]1([CH3:8])[C:6]([OH:7])=[CH:5][CH:4]=[CH:3][CH:2]=1.[C:9]([C:11]1[N:15]([CH:16]2[CH2:21][CH2:20][N:19]([C:22]([O:24][CH:25]([CH3:27])[CH3:26])=[O:23])[CH2:18][CH2:17]2)[N:14]=[CH:13][C:12]=1[CH2:28]OS(C)(=O)=O)#[N:10].C(=O)([O-])[O-].[Cs+].[Cs+]. Given the product [C:9]([C:11]1[N:15]([CH:16]2[CH2:17][CH2:18][N:19]([C:22]([O:24][CH:25]([CH3:26])[CH3:27])=[O:23])[CH2:20][CH2:21]2)[N:14]=[CH:13][C:12]=1[CH2:28][O:7][C:6]1[CH:5]=[CH:4][CH:3]=[CH:2][C:1]=1[CH3:8])#[N:10], predict the reactants needed to synthesize it.